This data is from Peptide-MHC class I binding affinity with 185,985 pairs from IEDB/IMGT. The task is: Regression. Given a peptide amino acid sequence and an MHC pseudo amino acid sequence, predict their binding affinity value. This is MHC class I binding data. (1) The peptide sequence is RTSKAPLER. The MHC is HLA-B15:03 with pseudo-sequence HLA-B15:03. The binding affinity (normalized) is 0. (2) The peptide sequence is KTKFFTRRL. The MHC is HLA-B07:02 with pseudo-sequence HLA-B07:02. The binding affinity (normalized) is 0.117. (3) The peptide sequence is KPYMAMSAL. The MHC is HLA-B48:01 with pseudo-sequence HLA-B48:01. The binding affinity (normalized) is 0.418. (4) The peptide sequence is MSNGEHVPF. The MHC is HLA-B15:01 with pseudo-sequence HLA-B15:01. The binding affinity (normalized) is 0.00247. (5) The peptide sequence is AQIDNYNKF. The MHC is HLA-A68:02 with pseudo-sequence HLA-A68:02. The binding affinity (normalized) is 0. (6) The peptide sequence is DSSLVDEF. The MHC is H-2-Db with pseudo-sequence H-2-Db. The binding affinity (normalized) is 0. (7) The peptide sequence is GSVNVVYTF. The MHC is Mamu-A2201 with pseudo-sequence Mamu-A2201. The binding affinity (normalized) is 0.419.